The task is: Regression. Given a peptide amino acid sequence and an MHC pseudo amino acid sequence, predict their binding affinity value. This is MHC class I binding data.. This data is from Peptide-MHC class I binding affinity with 185,985 pairs from IEDB/IMGT. (1) The peptide sequence is AYSSWMYSY. The MHC is HLA-A68:02 with pseudo-sequence HLA-A68:02. The binding affinity (normalized) is 0.111. (2) The peptide sequence is KVDFLEENI. The MHC is Mamu-B8701 with pseudo-sequence Mamu-B8701. The binding affinity (normalized) is 0.456.